Dataset: Full USPTO retrosynthesis dataset with 1.9M reactions from patents (1976-2016). Task: Predict the reactants needed to synthesize the given product. (1) Given the product [CH:1]1([C:4]2[CH:5]=[C:6]([NH:9][C:10]3[C:19]4[C:14](=[CH:15][CH:16]=[C:17]([C:32]5[CH:37]=[CH:36][CH:35]=[CH:34][CH:33]=5)[CH:18]=4)[N:13]=[C:12]([NH:21][C:22]4[CH:30]=[C:29]5[C:25]([C:26](=[O:31])[NH:27][NH:28]5)=[CH:24][CH:23]=4)[N:11]=3)[NH:7][N:8]=2)[CH2:3][CH2:2]1, predict the reactants needed to synthesize it. The reactants are: [CH:1]1([C:4]2[CH:5]=[C:6]([NH:9][C:10]3[C:19]4[C:14](=[CH:15][CH:16]=[C:17](I)[CH:18]=4)[N:13]=[C:12]([NH:21][C:22]4[CH:30]=[C:29]5[C:25]([C:26](=[O:31])[NH:27][NH:28]5)=[CH:24][CH:23]=4)[N:11]=3)[NH:7][N:8]=2)[CH2:3][CH2:2]1.[C:32]1(B(O)O)[CH:37]=[CH:36][CH:35]=[CH:34][CH:33]=1. (2) Given the product [F:1][C:2]1[CH:3]=[C:4]2[C:9](=[C:10]([OH:21])[C:11]=1[N:12]1[CH2:17][CH2:16][CH:15]([C:18]([OH:20])=[O:19])[CH2:14][CH2:13]1)[N:8]([CH2:23][C:24]([F:25])([F:26])[F:27])[CH:7]=[C:6]([C:28]([NH:30][CH2:31][C:32]1[CH:37]=[CH:36][C:35]([O:38][C:39]([F:40])([F:41])[F:42])=[CH:34][C:33]=1[CH3:43])=[O:29])[C:5]2=[O:44], predict the reactants needed to synthesize it. The reactants are: [F:1][C:2]1[CH:3]=[C:4]2[C:9](=[C:10]([O:21]C)[C:11]=1[N:12]1[CH2:17][CH2:16][CH:15]([C:18]([OH:20])=[O:19])[CH2:14][CH2:13]1)[N:8]([CH2:23][C:24]([F:27])([F:26])[F:25])[CH:7]=[C:6]([C:28]([NH:30][CH2:31][C:32]1[CH:37]=[CH:36][C:35]([O:38][C:39]([F:42])([F:41])[F:40])=[CH:34][C:33]=1[CH3:43])=[O:29])[C:5]2=[O:44].C[Si](I)(C)C.C(O)C.N1C=CC=CC=1. (3) Given the product [CH3:39][S:40]([O:26][C:24]1[CH:23]=[N:22][C:21]([N:27]([CH:30]2[CH2:35][CH2:34][CH2:33][CH2:32][CH2:31]2)[CH2:28][CH3:29])=[C:20]([CH2:19][N:15]2[C@@H:14]([CH3:36])[C@@H:13]([C:5]3[CH:6]=[C:7]([C:9]([F:10])([F:11])[F:12])[CH:8]=[C:3]([C:2]([F:1])([F:37])[F:38])[CH:4]=3)[O:17][C:16]2=[O:18])[CH:25]=1)(=[O:42])=[O:41], predict the reactants needed to synthesize it. The reactants are: [F:1][C:2]([F:38])([F:37])[C:3]1[CH:4]=[C:5]([C@H:13]2[O:17][C:16](=[O:18])[N:15]([CH2:19][C:20]3[C:21]([N:27]([CH:30]4[CH2:35][CH2:34][CH2:33][CH2:32][CH2:31]4)[CH2:28][CH3:29])=[N:22][CH:23]=[C:24]([OH:26])[CH:25]=3)[C@H:14]2[CH3:36])[CH:6]=[C:7]([C:9]([F:12])([F:11])[F:10])[CH:8]=1.[CH3:39][S:40](Cl)(=[O:42])=[O:41]. (4) Given the product [CH:1]1([CH2:7][C@H:8]([N:12]2[CH2:16][C:15]([O:17][C:18]3[CH:23]=[CH:22][CH:21]=[C:20]([O:24][CH3:25])[CH:19]=3)=[CH:14][C:13]2=[O:26])[C:9]([NH:67][C:64]2[CH:65]=[CH:66][N:62]([CH2:61][C:60]([OH:59])([CH3:90])[CH3:28])[N:63]=2)=[O:10])[CH2:6][CH2:5][CH2:4][CH2:3][CH2:2]1, predict the reactants needed to synthesize it. The reactants are: [CH:1]1([CH2:7][C@H:8]([N:12]2[CH2:16][C:15]([O:17][C:18]3[CH:23]=[CH:22][CH:21]=[C:20]([O:24][CH3:25])[CH:19]=3)=[CH:14][C:13]2=[O:26])[C:9](O)=[O:10])[CH2:6][CH2:5][CH2:4][CH2:3][CH2:2]1.Cl.[CH3:28]N(C)CCCN=C=NCC.C(N(CC)C(C)C)(C)C.ON1C2C=CC=CC=2N=N1.Cl.[OH:59][C@@H:60]([CH2:90]O)[CH2:61][N:62]1[CH:66]=[CH:65][C:64]([NH:67]C(=O)[C@@H](N2CC(OC3C=CC=C(Cl)C=3Cl)=CC2=O)CC(C)C)=[N:63]1. (5) Given the product [Cl:26][C:27]1[C:32]([F:33])=[CH:31][CH:30]=[CH:29][C:28]=1[C:2]1[CH:7]=[CH:6][N:5]=[CH:4][C:3]=1[N:8]([CH3:25])[C:9](=[O:24])[C:10]1[CH:15]=[C:14]([C:16]([F:19])([F:18])[F:17])[CH:13]=[C:12]([C:20]([F:23])([F:22])[F:21])[CH:11]=1, predict the reactants needed to synthesize it. The reactants are: Br[C:2]1[CH:7]=[CH:6][N:5]=[CH:4][C:3]=1[N:8]([CH3:25])[C:9](=[O:24])[C:10]1[CH:15]=[C:14]([C:16]([F:19])([F:18])[F:17])[CH:13]=[C:12]([C:20]([F:23])([F:22])[F:21])[CH:11]=1.[Cl:26][C:27]1[C:32]([F:33])=[CH:31][CH:30]=[CH:29][C:28]=1B(O)O. (6) Given the product [CH2:1]([O:3][C:4]1[CH2:5][C:6]2[CH:7]=[CH:8][CH:9]=[C:10]([NH2:14])[C:11]=2[CH2:12][CH:13]=1)[CH3:2], predict the reactants needed to synthesize it. The reactants are: [CH2:1]([O:3][C:4]1[CH:5]=[C:6]2[C:11](=[CH:12][CH:13]=1)[C:10]([NH2:14])=[CH:9][CH:8]=[CH:7]2)[CH3:2].N.[Li].CO. (7) The reactants are: [F:1][C:2]1[C:7]([C:8]([F:11])([F:10])[F:9])=[CH:6][CH:5]=[CH:4][C:3]=1[NH2:12].[Cl:13][C:14]1[CH:19]=[CH:18][C:17]([N:20]2[C:24]([C:25]([F:28])([F:27])[F:26])=[C:23]([C:29](Cl)=[O:30])[CH:22]=[N:21]2)=[CH:16][CH:15]=1.CCN(C(C)C)C(C)C. Given the product [F:1][C:2]1[C:7]([C:8]([F:10])([F:11])[F:9])=[CH:6][CH:5]=[CH:4][C:3]=1[NH:12][C:29]([C:23]1[CH:22]=[N:21][N:20]([C:17]2[CH:18]=[CH:19][C:14]([Cl:13])=[CH:15][CH:16]=2)[C:24]=1[C:25]([F:28])([F:26])[F:27])=[O:30], predict the reactants needed to synthesize it.